Dataset: NCI-60 drug combinations with 297,098 pairs across 59 cell lines. Task: Regression. Given two drug SMILES strings and cell line genomic features, predict the synergy score measuring deviation from expected non-interaction effect. (1) Drug 1: CS(=O)(=O)CCNCC1=CC=C(O1)C2=CC3=C(C=C2)N=CN=C3NC4=CC(=C(C=C4)OCC5=CC(=CC=C5)F)Cl. Drug 2: CN(CCCl)CCCl.Cl. Cell line: MALME-3M. Synergy scores: CSS=17.4, Synergy_ZIP=-7.15, Synergy_Bliss=-3.47, Synergy_Loewe=-5.85, Synergy_HSA=-0.431. (2) Drug 2: C(CCl)NC(=O)N(CCCl)N=O. Cell line: A498. Synergy scores: CSS=-2.19, Synergy_ZIP=1.46, Synergy_Bliss=1.73, Synergy_Loewe=-0.758, Synergy_HSA=-0.460. Drug 1: CC12CCC(CC1=CCC3C2CCC4(C3CC=C4C5=CN=CC=C5)C)O. (3) Drug 1: CC1C(C(=O)NC(C(=O)N2CCCC2C(=O)N(CC(=O)N(C(C(=O)O1)C(C)C)C)C)C(C)C)NC(=O)C3=C4C(=C(C=C3)C)OC5=C(C(=O)C(=C(C5=N4)C(=O)NC6C(OC(=O)C(N(C(=O)CN(C(=O)C7CCCN7C(=O)C(NC6=O)C(C)C)C)C)C(C)C)C)N)C. Drug 2: CC1=C(C(=O)C2=C(C1=O)N3CC4C(C3(C2COC(=O)N)OC)N4)N. Cell line: SK-OV-3. Synergy scores: CSS=13.8, Synergy_ZIP=-8.10, Synergy_Bliss=-3.56, Synergy_Loewe=-6.97, Synergy_HSA=-3.96. (4) Drug 1: CCC(=C(C1=CC=CC=C1)C2=CC=C(C=C2)OCCN(C)C)C3=CC=CC=C3.C(C(=O)O)C(CC(=O)O)(C(=O)O)O. Drug 2: COC1=NC(=NC2=C1N=CN2C3C(C(C(O3)CO)O)O)N. Cell line: SNB-75. Synergy scores: CSS=-2.42, Synergy_ZIP=1.47, Synergy_Bliss=0.0269, Synergy_Loewe=-3.12, Synergy_HSA=-2.90.